Dataset: Full USPTO retrosynthesis dataset with 1.9M reactions from patents (1976-2016). Task: Predict the reactants needed to synthesize the given product. (1) The reactants are: [F:1][C:2]1[C:7]([F:8])=[CH:6][CH:5]=[CH:4][C:3]=1[CH2:9][C:10]([OH:12])=O.C[Si]([N-][Si](C)(C)C)(C)C.[Li+].[NH:23]1[C:27]2=[N:28][CH:29]=[CH:30][CH:31]=[C:26]2[C:25](C(OCC)=O)=[N:24]1.N1C2=NC=CC=C2C(C(OC(C)C)=O)=N1. Given the product [F:1][C:2]1[C:7]([F:8])=[CH:6][CH:5]=[CH:4][C:3]=1[CH2:9][C:10]([C:25]1[C:26]2[C:27](=[N:28][CH:29]=[CH:30][CH:31]=2)[NH:23][N:24]=1)=[O:12], predict the reactants needed to synthesize it. (2) Given the product [S:1]1[C:9]2[CH:8]=[CH:7][N:6]=[CH:5][C:4]=2[CH:3]=[C:2]1[CH:10]([OH:12])[CH3:11], predict the reactants needed to synthesize it. The reactants are: [S:1]1[C:9]2[CH:8]=[CH:7][N:6]=[CH:5][C:4]=2[CH:3]=[C:2]1[C:10](=[O:12])[CH3:11].[H-].[H-].[H-].[H-].[Li+].[Al+3]. (3) Given the product [C:12]([C:7]1[CH:8]=[C:9]([CH3:11])[CH:10]=[C:5]([C:1]([CH3:4])([CH3:3])[CH3:2])[C:6]=1[O:16][CH2:25][C:20]1[CH:21]=[CH:22][CH:23]=[CH:24][N:19]=1)([CH3:15])([CH3:14])[CH3:13], predict the reactants needed to synthesize it. The reactants are: [C:1]([C:5]1[CH:10]=[C:9]([CH3:11])[CH:8]=[C:7]([C:12]([CH3:15])([CH3:14])[CH3:13])[C:6]=1[OH:16])([CH3:4])([CH3:3])[CH3:2].[H-].[Na+].[N:19]1[CH:24]=[CH:23][CH:22]=[CH:21][C:20]=1[CH2:25]Cl. (4) Given the product [C:1]([C:3]1[C:4]([N:18]2[CH2:23][CH2:22][CH:21]([C:24]([NH:38][S:35]([CH2:34][C:31]3[CH:32]=[CH:33][C:28]([CH3:27])=[CH:29][CH:30]=3)(=[O:36])=[O:37])=[O:25])[CH2:20][CH2:19]2)=[N:5][C:6]([C:14]([F:15])([F:16])[F:17])=[C:7]([CH:8]=1)[C:9]([O:11][CH2:12][CH3:13])=[O:10])#[N:2], predict the reactants needed to synthesize it. The reactants are: [C:1]([C:3]1[C:4]([N:18]2[CH2:23][CH2:22][CH:21]([C:24](O)=[O:25])[CH2:20][CH2:19]2)=[N:5][C:6]([C:14]([F:17])([F:16])[F:15])=[C:7]([C:9]([O:11][CH2:12][CH3:13])=[O:10])[CH:8]=1)#[N:2].[CH3:27][C:28]1[CH:33]=[CH:32][C:31]([CH2:34][S:35]([NH2:38])(=[O:37])=[O:36])=[CH:30][CH:29]=1. (5) Given the product [CH2:21]([C:6]([NH:12][C:13]([O:15][C:16]([CH3:18])([CH3:17])[CH3:19])=[O:14])([C:5]([O:4][CH2:2][CH3:3])=[O:20])[C:7]([O:9][CH2:10][CH3:11])=[O:8])[C:22]1[CH:27]=[CH:26][CH:25]=[CH:24][CH:23]=1, predict the reactants needed to synthesize it. The reactants are: [Na].[CH2:2]([O:4][C:5](=[O:20])[CH:6]([NH:12][C:13]([O:15][C:16]([CH3:19])([CH3:18])[CH3:17])=[O:14])[C:7]([O:9][CH2:10][CH3:11])=[O:8])[CH3:3].[CH2:21](Br)[C:22]1[CH:27]=[CH:26][CH:25]=[CH:24][CH:23]=1. (6) Given the product [Cl:1][C:2]1[CH:3]=[CH:4][C:5]([N:8]2[C:12]([CH:13]([CH:16]3[CH2:21][CH2:20][CH2:19][CH2:18][CH2:17]3)[CH2:14][O:15][S:32]([CH3:35])(=[O:34])=[O:33])=[C:11]3[CH2:22][CH2:23][CH2:24][C:10]3=[N:9]2)=[CH:6][CH:7]=1, predict the reactants needed to synthesize it. The reactants are: [Cl:1][C:2]1[CH:7]=[CH:6][C:5]([N:8]2[C:12]([CH:13]([CH:16]3[CH2:21][CH2:20][CH2:19][CH2:18][CH2:17]3)[CH2:14][OH:15])=[C:11]3[CH2:22][CH2:23][CH2:24][C:10]3=[N:9]2)=[CH:4][CH:3]=1.C(N(CC)CC)C.[S:32](Cl)([CH3:35])(=[O:34])=[O:33].